Task: Predict the reactants needed to synthesize the given product.. Dataset: Full USPTO retrosynthesis dataset with 1.9M reactions from patents (1976-2016) (1) Given the product [O:20]=[C:21]1[C:29]2([CH2:33][O:32][C:31]3[CH:34]=[C:35]4[C:39](=[CH:40][C:30]2=3)[CH2:38][CH2:37][O:36]4)[C:28]2[C:23](=[CH:24][CH:25]=[CH:26][CH:27]=2)[N:22]1[CH2:41][C:42]1[CH:43]=[CH:44][C:45]([C:46]([NH:5][C:4]2[CH:6]=[CH:7][CH:8]=[CH:9][C:3]=2[C:2]([F:10])([F:11])[F:1])=[O:47])=[CH:49][CH:50]=1, predict the reactants needed to synthesize it. The reactants are: [F:1][C:2]([F:11])([F:10])[C:3]1[CH:9]=[CH:8][CH:7]=[CH:6][C:4]=1[NH2:5].C1(CN)CCCCC1.[O:20]=[C:21]1[C:29]2([CH2:33][O:32][C:31]3[CH:34]=[C:35]4[C:39](=[CH:40][C:30]2=3)[CH2:38][CH2:37][O:36]4)[C:28]2[C:23](=[CH:24][CH:25]=[CH:26][CH:27]=2)[N:22]1[CH2:41][C:42]1[CH:50]=[CH:49][C:45]([C:46](O)=[O:47])=[CH:44][CH:43]=1.O=C1C2(COC3C=C4C(=CC2=3)CCO4)C2C(=CC=CC=2)N1CC1C=C(C=CC=1)C(O)=O. (2) Given the product [CH2:6]([O:8][C:9]([CH:11]1[CH2:15][CH2:14][N:13]=[C:12]1[O:16][CH2:1][CH3:3])=[O:10])[CH3:7], predict the reactants needed to synthesize it. The reactants are: [CH2:1]([CH:3]1OC1)Cl.[CH2:6]([O:8][C:9]([CH:11]1[CH2:15][CH2:14][NH:13][C:12]1=[O:16])=[O:10])[CH3:7].C([O-])([O-])=O.[K+].[K+]. (3) Given the product [CH3:1][O:2][C:3]1[CH:32]=[C:31]([O:33][CH3:34])[CH:30]=[CH:29][C:4]=1[CH2:5][N:6]1[C:10]([C:11]2[C:19]3[C:14](=[N:15][CH:16]=[CH:17][CH:18]=3)[N:13]([CH2:20][C:21]3[CH:26]=[CH:25][CH:24]=[CH:23][C:22]=3[F:27])[N:12]=2)=[N:9][N:8]([CH2:36][CH2:37][F:38])[C:7]1=[O:28], predict the reactants needed to synthesize it. The reactants are: [CH3:1][O:2][C:3]1[CH:32]=[C:31]([O:33][CH3:34])[CH:30]=[CH:29][C:4]=1[CH2:5][N:6]1[C:10]([C:11]2[C:19]3[C:14](=[N:15][CH:16]=[CH:17][CH:18]=3)[N:13]([CH2:20][C:21]3[CH:26]=[CH:25][CH:24]=[CH:23][C:22]=3[F:27])[N:12]=2)=[N:9][NH:8][C:7]1=[O:28].Br[CH2:36][CH2:37][F:38]. (4) Given the product [F:35][C:36]([F:71])([F:72])[C:37]1[CH:42]=[CH:41][C:40]([C:43]2[CH:48]=[CH:47][C:46]([C:49]([C:55]3[CH:60]=[CH:59][C:58]([C:61]4[CH:62]=[CH:63][C:64]([C:67]([F:70])([F:68])[F:69])=[CH:65][CH:66]=4)=[CH:57][CH:56]=3)([CH:50]3[CH:51]=[CH:52][CH:53]=[CH:54]3)[C:7]3([CH3:30])[C:6]4[C:5]([CH3:23])([CH:12]5[CH2:13][CH2:14][CH:15]=[CH:16][C:11]5=[C:10]5[C:18]=4[CH2:17][C:19]4[CH:20]=[CH:21][CH:22]=[CH:8][C:9]5=4)[C:4]([CH3:26])([CH3:25])[C:3]([CH3:28])([CH3:27])[C:2]3([CH3:1])[CH3:29])=[CH:45][CH:44]=2)=[CH:39][CH:38]=1, predict the reactants needed to synthesize it. The reactants are: [CH3:1][C:2]1([CH3:29])[CH:7]2[CH:8]3[CH2:22][CH2:21][CH:20]=[CH:19][C:9]3=[C:10]3[C:18]([CH2:17][C:16]4[CH:15]=[CH:14][CH:13]=[CH:12][C:11]3=4)=[C:6]2[C:5](C)([CH3:23])[C:4]([CH3:26])([CH3:25])[C:3]1([CH3:28])[CH3:27].[CH2:30]([Li])CCC.[F:35][C:36]([F:72])([F:71])[C:37]1[CH:42]=[CH:41][C:40]([C:43]2[CH:48]=[CH:47][C:46]([C:49]([C:55]3[CH:60]=[CH:59][C:58]([C:61]4[CH:66]=[CH:65][C:64]([C:67]([F:70])([F:69])[F:68])=[CH:63][CH:62]=4)=[CH:57][CH:56]=3)=[C:50]3[CH:54]=[CH:53][CH:52]=[CH:51]3)=[CH:45][CH:44]=2)=[CH:39][CH:38]=1.Cl. (5) Given the product [Br:18][C:10]1[C:3]2[C:4](=[N:5][CH:6]=[N:7][C:2]=2[Cl:1])[NH:8][N:9]=1, predict the reactants needed to synthesize it. The reactants are: [Cl:1][C:2]1[N:7]=[CH:6][N:5]=[C:4]2[NH:8][N:9]=[CH:10][C:3]=12.C1C(=O)N([Br:18])C(=O)C1. (6) Given the product [CH3:30][C:13]1([CH3:31])[CH2:12][C:11]2[C:16](=[C:17]3[CH2:21][C:20]([CH3:22])([CH3:23])[O:19][C:18]3=[C:9]([O:8][CH2:7][C:6]([NH2:1])=[O:5])[CH:10]=2)[C:15]([C:24]2[CH:29]=[CH:28][CH:27]=[CH:26][CH:25]=2)=[N:14]1, predict the reactants needed to synthesize it. The reactants are: [NH3:1].CO.C[O:5][C:6](=O)[CH2:7][O:8][C:9]1[CH:10]=[C:11]2[C:16](=[C:17]3[CH2:21][C:20]([CH3:23])([CH3:22])[O:19][C:18]=13)[C:15]([C:24]1[CH:29]=[CH:28][CH:27]=[CH:26][CH:25]=1)=[N:14][C:13]([CH3:31])([CH3:30])[CH2:12]2.[C-]#N.[Na+]. (7) Given the product [N:20]1([C:25]2[CH:26]=[CH:27][C:28]([C:29]([NH:19][C:3]3[CH:4]=[CH:5][C:6]([N:8]4[CH2:12][CH2:11][CH:10]([N:13]5[CH2:17][CH2:16][CH2:15][CH:14]5[CH3:18])[CH2:9]4)=[CH:7][C:2]=3[CH3:1])=[O:30])=[CH:32][CH:33]=2)[CH:24]=[CH:23][N:22]=[CH:21]1, predict the reactants needed to synthesize it. The reactants are: [CH3:1][C:2]1[CH:7]=[C:6]([N:8]2[CH2:12][CH2:11][CH:10]([N:13]3[CH2:17][CH2:16][CH2:15][CH:14]3[CH3:18])[CH2:9]2)[CH:5]=[CH:4][C:3]=1[NH2:19].[N:20]1([C:25]2[CH:33]=[CH:32][C:28]([C:29](O)=[O:30])=[CH:27][CH:26]=2)[CH:24]=[CH:23][N:22]=[CH:21]1.